Task: Predict which catalyst facilitates the given reaction.. Dataset: Catalyst prediction with 721,799 reactions and 888 catalyst types from USPTO (1) Reactant: Br[C:2]1[C:7]([O:8][CH3:9])=[CH:6][C:5]2[O:10][CH2:11][C:12]3[C:16]([C:17]([O:19][CH2:20][CH3:21])=[O:18])=[N:15][N:14]([C:22]4[S:23][CH:24]=[CH:25][CH:26]=4)[C:13]=3[C:4]=2[CH:3]=1.[O-]P(OP(OP([O-])([O-])=O)([O-])=O)(=O)[O-].[K+].[K+].[K+].[K+].[K+]. Product: [CH2:20]([O:19][C:17]([C:16]1[C:12]2[CH2:11][O:10][C:5]3[CH:6]=[C:7]([O:8][CH3:9])[C:2]([CH:3]=[C:4]([CH3:13])[CH3:5])=[CH:3][C:4]=3[C:13]=2[N:14]([C:22]2[S:23][CH:24]=[CH:25][CH:26]=2)[N:15]=1)=[O:18])[CH3:21]. The catalyst class is: 516. (2) Reactant: [CH:1]([NH:4][C:5]([C:7]1[CH:11]=[CH:10][NH:9][CH:8]=1)=[O:6])([CH3:3])[CH3:2].[H-].[Na+].[CH3:14][C:15]([C:19]1[N:23]([CH2:24][CH:25]2[CH2:30][CH2:29][O:28][CH2:27][CH2:26]2)[C:22]2[CH:31]=[CH:32][C:33]([S:35](Cl)(=[O:37])=[O:36])=[CH:34][C:21]=2[N:20]=1)([CH3:18])[CH2:16][CH3:17]. Product: [CH3:18][C:15]([C:19]1[N:23]([CH2:24][CH:25]2[CH2:26][CH2:27][O:28][CH2:29][CH2:30]2)[C:22]2[CH:31]=[CH:32][C:33]([S:35]([N:9]3[CH:10]=[CH:11][C:7]([C:5]([NH:4][CH:1]([CH3:3])[CH3:2])=[O:6])=[CH:8]3)(=[O:37])=[O:36])=[CH:34][C:21]=2[N:20]=1)([CH3:14])[CH2:16][CH3:17]. The catalyst class is: 1. (3) Reactant: C([N-]C(C)C)(C)C.[Li+].[CH3:9][O:10][C:11]1[CH:12]=[CH:13][C:14]([C:21]2[CH:26]=[CH:25][CH:24]=[C:23]([C:27]([F:30])([F:29])[F:28])[CH:22]=2)=[C:15]2[C:19]=1[C:18](=[O:20])[CH2:17][CH2:16]2.C([C:33]([O:35][CH3:36])=[O:34])#N. Product: [CH3:9][O:10][C:11]1[CH:12]=[CH:13][C:14]([C:21]2[CH:26]=[CH:25][CH:24]=[C:23]([C:27]([F:28])([F:29])[F:30])[CH:22]=2)=[C:15]2[C:19]=1[C:18](=[O:20])[CH:17]([C:33]([O:35][CH3:36])=[O:34])[CH2:16]2. The catalyst class is: 1.